From a dataset of NCI-60 drug combinations with 297,098 pairs across 59 cell lines. Regression. Given two drug SMILES strings and cell line genomic features, predict the synergy score measuring deviation from expected non-interaction effect. (1) Drug 1: C1C(C(OC1N2C=C(C(=O)NC2=O)F)CO)O. Drug 2: COCCOC1=C(C=C2C(=C1)C(=NC=N2)NC3=CC=CC(=C3)C#C)OCCOC.Cl. Cell line: PC-3. Synergy scores: CSS=11.8, Synergy_ZIP=-4.26, Synergy_Bliss=-2.37, Synergy_Loewe=-1.31, Synergy_HSA=-1.09. (2) Drug 1: C1CCN(CC1)CCOC2=CC=C(C=C2)C(=O)C3=C(SC4=C3C=CC(=C4)O)C5=CC=C(C=C5)O. Drug 2: CC1=C(N=C(N=C1N)C(CC(=O)N)NCC(C(=O)N)N)C(=O)NC(C(C2=CN=CN2)OC3C(C(C(C(O3)CO)O)O)OC4C(C(C(C(O4)CO)O)OC(=O)N)O)C(=O)NC(C)C(C(C)C(=O)NC(C(C)O)C(=O)NCCC5=NC(=CS5)C6=NC(=CS6)C(=O)NCCC[S+](C)C)O. Cell line: SF-295. Synergy scores: CSS=3.52, Synergy_ZIP=-0.424, Synergy_Bliss=-1.06, Synergy_Loewe=-38.2, Synergy_HSA=-2.42.